The task is: Predict which catalyst facilitates the given reaction.. This data is from Catalyst prediction with 721,799 reactions and 888 catalyst types from USPTO. (1) Reactant: Cl[C:2]1[N:7]=[C:6]([C:8]2[N:12]3[CH:13]=[CH:14][CH:15]=[CH:16][C:11]3=[N:10][C:9]=2[C:17]2[CH:18]=[CH:19][C:20]([O:34][CH3:35])=[C:21]([CH:33]=2)[C:22]([NH:24][C:25]2[C:30]([F:31])=[CH:29][CH:28]=[CH:27][C:26]=2[F:32])=[O:23])[CH:5]=[CH:4][N:3]=1.[CH2:36]([C:38]1[C:39]([N:47]2[CH2:52][CH2:51][N:50]([CH2:53][CH2:54][S:55]([CH3:58])(=[O:57])=[O:56])[CH2:49][CH2:48]2)=[CH:40][C:41]([O:45][CH3:46])=[C:42]([CH:44]=1)[NH2:43])[CH3:37].Cl.O1CCOCC1.N. Product: [F:32][C:26]1[CH:27]=[CH:28][CH:29]=[C:30]([F:31])[C:25]=1[NH:24][C:22](=[O:23])[C:21]1[CH:33]=[C:17]([C:9]2[N:10]=[C:11]3[CH:16]=[CH:15][CH:14]=[CH:13][N:12]3[C:8]=2[C:6]2[CH:5]=[CH:4][N:3]=[C:2]([NH:43][C:42]3[CH:44]=[C:38]([CH2:36][CH3:37])[C:39]([N:47]4[CH2:52][CH2:51][N:50]([CH2:53][CH2:54][S:55]([CH3:58])(=[O:57])=[O:56])[CH2:49][CH2:48]4)=[CH:40][C:41]=3[O:45][CH3:46])[N:7]=2)[CH:18]=[CH:19][C:20]=1[O:34][CH3:35]. The catalyst class is: 5. (2) Reactant: [Br:1][C:2]1[CH:3]=[CH:4][C:5]([F:19])=[C:6]([C@:8]2([CH:16]([F:18])[F:17])[C@@H:14]3[C@@H:12]([CH2:13]3)[O:11][C:10]([NH2:15])=[N:9]2)[CH:7]=1.C([O-])(O)=O.[Na+].[C:25](O[C:25]([O:27][C:28]([CH3:31])([CH3:30])[CH3:29])=[O:26])([O:27][C:28]([CH3:31])([CH3:30])[CH3:29])=[O:26].BrC1C=CC(F)=C(C2CC(CCl)ON=2)C=1. Product: [Br:1][C:2]1[CH:3]=[CH:4][C:5]([F:19])=[C:6]([C@:8]2([CH:16]([F:17])[F:18])[C@@H:14]3[C@@H:12]([CH2:13]3)[O:11][C:10]([NH:15][C:25](=[O:26])[O:27][C:28]([CH3:31])([CH3:30])[CH3:29])=[N:9]2)[CH:7]=1. The catalyst class is: 225. (3) Reactant: CC1C=CC(S(O[CH2:12][C:13]2[C:18]([CH3:19])=[C:17]([O:20][CH2:21][CH:22]3[CH2:27][O:26][C:25]([CH3:29])([CH3:28])[O:24][CH2:23]3)[C:16]([CH3:30])=[CH:15][N:14]=2)(=O)=O)=CC=1.[SH:31][C:32]1[NH:33][C:34]2[CH:40]=[CH:39][CH:38]=[CH:37][C:35]=2[N:36]=1.C(N(CC)CC)C.[OH-].[Na+]. Product: [CH3:29][C:25]1([CH3:28])[O:24][CH2:23][CH:22]([CH2:21][O:20][C:17]2[C:16]([CH3:30])=[CH:15][N:14]=[C:13]([CH2:12][S:31][C:32]3[NH:36][C:35]4[CH:37]=[CH:38][CH:39]=[CH:40][C:34]=4[N:33]=3)[C:18]=2[CH3:19])[CH2:27][O:26]1. The catalyst class is: 359. (4) Reactant: [Cl:1][C:2]1[CH:23]=[CH:22][CH:21]=[C:20]([Cl:24])[C:3]=1[C:4]([NH:6][C@H:7]([C:16]([O:18][CH3:19])=[O:17])[CH2:8][C:9]1[CH:14]=[CH:13][CH:12]=[C:11]([OH:15])[CH:10]=1)=[O:5].C1(P(C2C=CC=CC=2)C2C=CC=CC=2)C=CC=CC=1.[Br:44][CH2:45][CH2:46]O. Product: [Br:44][CH2:45][CH2:46][O:15][C:11]1[CH:10]=[C:9]([CH:14]=[CH:13][CH:12]=1)[CH2:8][C@@H:7]([C:16]([O:18][CH3:19])=[O:17])[NH:6][C:4](=[O:5])[C:3]1[C:2]([Cl:1])=[CH:23][CH:22]=[CH:21][C:20]=1[Cl:24]. The catalyst class is: 4. (5) Reactant: F[P-](F)(F)(F)(F)F.N1(O[P+](N2CCCC2)(N2CCCC2)N2CCCC2)C2C=CC=CC=2N=N1.Cl.[NH2:35][CH2:36][C:37]1[NH:38][C:39]([C:45]2[CH:54]=[CH:53][CH:52]=[C:51]3[C:46]=2[N:47]=[C:48]([NH:56][CH2:57][C:58]([F:61])([F:60])[F:59])[C:49]([CH3:55])=[N:50]3)=[CH:40][C:41]=1[C:42]([OH:44])=O.CCN(C(C)C)C(C)C. Product: [CH3:55][C:49]1[C:48]([NH:56][CH2:57][C:58]([F:61])([F:60])[F:59])=[N:47][C:46]2[C:51](=[CH:52][CH:53]=[CH:54][C:45]=2[C:39]2[NH:38][C:37]3[CH2:36][NH:35][C:42](=[O:44])[C:41]=3[CH:40]=2)[N:50]=1. The catalyst class is: 59.